Dataset: Reaction yield outcomes from USPTO patents with 853,638 reactions. Task: Predict the reaction yield, written as a fraction of the theoretical maximum amount of product (1.0 means a 100% yield; for example, 0.34 means a 34% yield). (1) The reactants are [CH3:1][C:2]1[C:7]([O:8][C:9]2[CH:14]=[CH:13][N:12]=[C:11]([NH:15][C:16]3[CH:21]=[CH:20][CH:19]=[C:18]([CH2:22][N:23]4[CH2:28][CH2:27][NH:26][CH2:25][CH2:24]4)[CH:17]=3)[CH:10]=2)=[CH:6][CH:5]=[C:4]([CH3:29])[N:3]=1.Cl[CH2:31][CH2:32][N:33]1[CH2:37][CH2:36][NH:35][C:34]1=[O:38].CCN(C(C)C)C(C)C. The catalyst is O1CCOCC1. The product is [CH3:1][C:2]1[C:7]([O:8][C:9]2[CH:14]=[CH:13][N:12]=[C:11]([NH:15][C:16]3[CH:17]=[C:18]([CH2:22][N:23]4[CH2:28][CH2:27][N:26]([CH2:31][CH2:32][N:33]5[CH2:37][CH2:36][NH:35][C:34]5=[O:38])[CH2:25][CH2:24]4)[CH:19]=[CH:20][CH:21]=3)[CH:10]=2)=[CH:6][CH:5]=[C:4]([CH3:29])[N:3]=1. The yield is 0.470. (2) The reactants are [Cl:1][C:2]1[CH:26]=[CH:25][C:5]([CH2:6][NH:7][C:8]([C:10]2[C:19](=[O:20])[C:18]3[C:13](=[N:14][C:15]([O:22]C)=[C:16](I)[CH:17]=3)[N:12]([CH3:24])[CH:11]=2)=[O:9])=[CH:4][CH:3]=1.Cl.N1C=CC=CC=1. No catalyst specified. The product is [Cl:1][C:2]1[CH:3]=[CH:4][C:5]([CH2:6][NH:7][C:8]([C:10]2[C:19](=[O:20])[C:18]3[CH:17]=[CH:16][C:15](=[O:22])[NH:14][C:13]=3[N:12]([CH3:24])[CH:11]=2)=[O:9])=[CH:25][CH:26]=1. The yield is 0.560. (3) The reactants are [F:1][C:2]([F:18])([F:17])[C:3]1[O:7][N:6]=[C:5]([C:8]2[S:12][C:11]([C:13]([OH:15])=O)=[CH:10][CH:9]=2)[C:4]=1[CH3:16].[NH:19]1[CH2:24][CH2:23][C@@H:22]([OH:25])[C@@H:21]([OH:26])[CH2:20]1.CNC([C@@H]1CCCNC1)=O. No catalyst specified. The product is [CH3:16][C:4]1[C:5]([C:8]2[S:12][C:11]([C:13]([N:19]3[CH2:24][CH2:23][C@@H:22]([OH:25])[C@@H:21]([OH:26])[CH2:20]3)=[O:15])=[CH:10][CH:9]=2)=[N:6][O:7][C:3]=1[C:2]([F:1])([F:18])[F:17]. The yield is 0.810. (4) The catalyst is CO.O1CCCC1. The yield is 0.610. The reactants are COC[O:4][CH:5]([CH2:25][N:26]1[C:35]2[C:30](=[CH:31][CH:32]=[C:33]([O:36][CH3:37])[CH:34]=2)[N:29]=[CH:28][C:27]1=[O:38])[CH2:6][NH:7][CH:8]1[CH2:12][N:11]([C:13]2[CH:14]=[CH:15][C:16]3[O:21][CH2:20][C:19](=[O:22])[NH:18][C:17]=3[CH:23]=2)[C:10](=[O:24])[CH2:9]1.Cl. The product is [OH:4][CH:5]([CH2:25][N:26]1[C:35]2[C:30](=[CH:31][CH:32]=[C:33]([O:36][CH3:37])[CH:34]=2)[N:29]=[CH:28][C:27]1=[O:38])[CH2:6][NH:7][CH:8]1[CH2:12][N:11]([C:13]2[CH:14]=[CH:15][C:16]3[O:21][CH2:20][C:19](=[O:22])[NH:18][C:17]=3[CH:23]=2)[C:10](=[O:24])[CH2:9]1. (5) The reactants are Br[C:2]1[CH:10]=[C:9]2[C:5]([C:6]3[C:14]([C:15]4[CH:20]=[CH:19][CH:18]=[C:17]([N:21]5[C:30](=[O:31])[C:29]6[C:24](=[CH:25][CH:26]=[CH:27][CH:28]=6)[N:23]=[CH:22]5)[C:16]=4[CH3:32])=[C:13]([CH3:33])[N:12]=[C:11]([C:34]([NH2:36])=[O:35])[C:7]=3[NH:8]2)=[CH:4][CH:3]=1.C([Sn](CCCC)(CCCC)[C:42]([O:44]CC)=[CH2:43])CCC.C(N(CC)CC)C. The catalyst is O1CCOCC1.Cl[Pd](Cl)([P](C1C=CC=CC=1)(C1C=CC=CC=1)C1C=CC=CC=1)[P](C1C=CC=CC=1)(C1C=CC=CC=1)C1C=CC=CC=1. The product is [C:42]([C:2]1[CH:10]=[C:9]2[C:5]([C:6]3[C:14]([C:15]4[CH:20]=[CH:19][CH:18]=[C:17]([N:21]5[C:30](=[O:31])[C:29]6[C:24](=[CH:25][CH:26]=[CH:27][CH:28]=6)[N:23]=[CH:22]5)[C:16]=4[CH3:32])=[C:13]([CH3:33])[N:12]=[C:11]([C:34]([NH2:36])=[O:35])[C:7]=3[NH:8]2)=[CH:4][CH:3]=1)(=[O:44])[CH3:43]. The yield is 0.540.